Dataset: Full USPTO retrosynthesis dataset with 1.9M reactions from patents (1976-2016). Task: Predict the reactants needed to synthesize the given product. (1) Given the product [Cl:26][C:21]1[CH:20]=[C:19]([NH:18][C:6]2[C:5]3[C:10](=[CH:11][C:2]([CH2:28][N:29]4[CH2:34][CH2:33][CH2:32][CH2:31][CH2:30]4)=[CH:3][CH:4]=3)[N:9]=[C:8]([C:12]3[CH:13]=[N:14][CH:15]=[CH:16][CH:17]=3)[N:7]=2)[CH:24]=[CH:23][C:22]=1[F:25], predict the reactants needed to synthesize it. The reactants are: Br[C:2]1[CH:11]=[C:10]2[C:5]([C:6]([NH:18][C:19]3[CH:24]=[CH:23][C:22]([F:25])=[C:21]([Cl:26])[CH:20]=3)=[N:7][C:8]([C:12]3[CH:13]=[N:14][CH:15]=[CH:16][CH:17]=3)=[N:9]2)=[CH:4][CH:3]=1.[B-](F)(F)(F)[CH2:28][N:29]1[CH2:34][CH2:33][CH2:32][CH2:31][CH2:30]1.[K+].C(=O)([O-])[O-].[Cs+].[Cs+].CC(C1C=C(C(C)C)C(C2C=CC=CC=2P(C2CCCCC2)C2CCCCC2)=C(C(C)C)C=1)C. (2) Given the product [Br:10][C:8]1[CH:7]=[CH:6][C:5]2[O:1][CH2:2][CH2:3][C:4]=2[CH:9]=1, predict the reactants needed to synthesize it. The reactants are: [O:1]1[C:5]2[CH:6]=[CH:7][CH:8]=[CH:9][C:4]=2[CH2:3][CH2:2]1.[Br:10]N1C(=O)CCC1=O.O.